Dataset: Full USPTO retrosynthesis dataset with 1.9M reactions from patents (1976-2016). Task: Predict the reactants needed to synthesize the given product. (1) The reactants are: C(Cl)(=O)C(Cl)=O.[CH3:7][C:8]1[C:12]([C:13]([OH:15])=O)=[CH:11][O:10][N:9]=1.[Cl:16][C:17]1[CH:22]=[CH:21][C:20]([C:23]23[NH:40][CH2:39][CH2:38][N:24]2[C:25](=[O:37])[C:26]2[N:27]([CH:29]=[C:30]([C:32]([N:34]([CH3:36])[CH3:35])=[O:33])[CH:31]=2)[CH2:28]3)=[CH:19][CH:18]=1.C(#N)C. Given the product [Cl:16][C:17]1[CH:22]=[CH:21][C:20]([C:23]23[N:40]([C:13]([C:12]4[C:8]([CH3:7])=[N:9][O:10][CH:11]=4)=[O:15])[CH2:39][CH2:38][N:24]2[C:25](=[O:37])[C:26]2[N:27]([CH:29]=[C:30]([C:32]([N:34]([CH3:36])[CH3:35])=[O:33])[CH:31]=2)[CH2:28]3)=[CH:19][CH:18]=1, predict the reactants needed to synthesize it. (2) Given the product [Cl:1][CH2:2][C:3]([N:6]1[CH2:11][CH2:10][O:9][CH2:8][CH2:7]1)=[O:4], predict the reactants needed to synthesize it. The reactants are: [Cl:1][CH2:2][C:3](Cl)=[O:4].[NH:6]1[CH2:11][CH2:10][O:9][CH2:8][CH2:7]1.C(N(CC)CC)C. (3) Given the product [CH3:16][C:14]1[C:13]([CH3:17])=[CH:12][C:11]2[N:7]([C:5]3[S:4][C:3]([C:18]([O:20][CH3:21])=[O:19])=[C:2]([O:1][CH2:29][C:30]4[CH:35]=[CH:34][CH:33]=[CH:32][C:31]=4[CH3:36])[CH:6]=3)[CH:8]=[N:9][C:10]=2[CH:15]=1, predict the reactants needed to synthesize it. The reactants are: [OH:1][C:2]1[CH:6]=[C:5]([N:7]2[C:11]3[CH:12]=[C:13]([CH3:17])[C:14]([CH3:16])=[CH:15][C:10]=3[N:9]=[CH:8]2)[S:4][C:3]=1[C:18]([O:20][CH3:21])=[O:19].C(=O)([O-])[O-].[K+].[K+].Br[CH2:29][C:30]1[C:31]([CH3:36])=[CH:32][CH:33]=[CH:34][CH:35]=1.N. (4) Given the product [Cl:14][C:8]1[CH:7]=[C:6]2[C:11]([C:12](=[O:13])[C:3]([CH2:2][NH:1][C:26](=[O:27])[C:25]3[CH:29]=[CH:30][N:31]=[C:23]([N:22]([CH3:21])[CH3:32])[CH:24]=3)=[CH:4][N:5]2[C:15]2[CH:16]=[CH:17][CH:18]=[CH:19][CH:20]=2)=[CH:10][CH:9]=1, predict the reactants needed to synthesize it. The reactants are: [NH2:1][CH2:2][C:3]1[C:12](=[O:13])[C:11]2[C:6](=[CH:7][C:8]([Cl:14])=[CH:9][CH:10]=2)[N:5]([C:15]2[CH:20]=[CH:19][CH:18]=[CH:17][CH:16]=2)[CH:4]=1.[CH3:21][N:22]([CH3:32])[C:23]1[CH:24]=[C:25]([CH:29]=[CH:30][N:31]=1)[C:26](O)=[O:27]. (5) Given the product [N:8]1([CH2:11][C@@H:12]2[O:16][C:15](=[O:17])[N:14]([C:18]3[CH:29]=[CH:28][C:21]4[N:22]([CH3:27])[C:23](=[O:26])[O:24][CH2:25][C:20]=4[CH:19]=3)[CH2:13]2)[CH:2]=[CH:1][N:10]=[N:9]1, predict the reactants needed to synthesize it. The reactants are: [CH:1]12CC(C=C1)C=[CH:2]2.[N:8]([CH2:11][C@@H:12]1[O:16][C:15](=[O:17])[N:14]([C:18]2[CH:29]=[CH:28][C:21]3[N:22]([CH3:27])[C:23](=[O:26])[O:24][CH2:25][C:20]=3[CH:19]=2)[CH2:13]1)=[N+:9]=[N-:10]. (6) Given the product [O:1]1[C:6]2[CH:7]=[CH:8][C:9]([CH2:11][N:12]([C:13]3[CH:18]=[CH:17][CH:16]=[C:15]([C:19]4[NH:23][N:22]=[N:21][N:20]=4)[CH:14]=3)[C:24](=[O:29])[CH2:25][CH2:26][CH2:27][CH3:28])=[CH:10][C:5]=2[O:4][CH2:3][CH2:2]1, predict the reactants needed to synthesize it. The reactants are: [O:1]1[C:6]2[CH:7]=[CH:8][C:9]([CH2:11][NH:12][C:13]3[CH:18]=[CH:17][CH:16]=[C:15]([C:19]4[NH:23][N:22]=[N:21][N:20]=4)[CH:14]=3)=[CH:10][C:5]=2[O:4][CH2:3][CH2:2]1.[C:24](Cl)(=[O:29])[CH2:25][CH2:26][CH2:27][CH3:28]. (7) The reactants are: [CH2:1]([O:8][C:9]1[CH:14]=[CH:13][C:12]([C:15]2[N:16]=[CH:17][NH:18][CH:19]=2)=[CH:11][CH:10]=1)[C:2]1[CH:7]=[CH:6][CH:5]=[CH:4][CH:3]=1.[H-].[Na+].Cl[C:23]([N:25]([CH3:39])[CH:26]1[CH2:31][CH2:30][N:29]([C:32]([O:34][C:35]([CH3:38])([CH3:37])[CH3:36])=[O:33])[CH2:28][CH2:27]1)=[O:24]. Given the product [CH2:1]([O:8][C:9]1[CH:14]=[CH:13][C:12]([C:15]2[N:16]=[CH:17][N:18]([C:23]([N:25]([CH:26]3[CH2:31][CH2:30][N:29]([C:32]([O:34][C:35]([CH3:38])([CH3:37])[CH3:36])=[O:33])[CH2:28][CH2:27]3)[CH3:39])=[O:24])[CH:19]=2)=[CH:11][CH:10]=1)[C:2]1[CH:3]=[CH:4][CH:5]=[CH:6][CH:7]=1, predict the reactants needed to synthesize it. (8) Given the product [C:1]([C:3]1[C:4]([O:9][C:10]2[CH:11]=[CH:12][C:13]3[O:17][C:16]([CH:18]([NH:25][C:26]4[CH:27]=[CH:28][C:29]([C:32]([N:34]([CH3:42])[CH2:35][CH2:36][C:37]([OH:39])=[O:38])=[O:33])=[CH:30][CH:31]=4)[CH:19]4[CH2:24][CH2:23][CH2:22][CH2:21][CH2:20]4)=[C:15]([CH3:43])[C:14]=3[CH:44]=2)=[N:5][CH:6]=[CH:7][CH:8]=1)#[N:2], predict the reactants needed to synthesize it. The reactants are: [C:1]([C:3]1[C:4]([O:9][C:10]2[CH:11]=[CH:12][C:13]3[O:17][C:16]([CH:18]([NH:25][C:26]4[CH:31]=[CH:30][C:29]([C:32]([N:34]([CH3:42])[CH2:35][CH2:36][C:37]([O:39]CC)=[O:38])=[O:33])=[CH:28][CH:27]=4)[CH:19]4[CH2:24][CH2:23][CH2:22][CH2:21][CH2:20]4)=[C:15]([CH3:43])[C:14]=3[CH:44]=2)=[N:5][CH:6]=[CH:7][CH:8]=1)#[N:2].[OH-].[Na+]. (9) The reactants are: [C:1]([O:5][C:6](=[O:24])[NH:7][C@@H:8]([CH2:17][C:18]1[CH:23]=[CH:22][CH:21]=[CH:20][CH:19]=1)[C@H:9]([OH:16])[CH2:10][NH:11]OC(C)C)([CH3:4])([CH3:3])[CH3:2].[CH3:25][S:26]([NH:29][C:30]1[NH:31][C:32]2[CH:38]=[C:37]([S:39](Cl)(=[O:41])=[O:40])[CH:36]=[CH:35][C:33]=2[N:34]=1)(=[O:28])=[O:27]. Given the product [C:1]([O:5][C:6](=[O:24])[NH:7][C@@H:8]([CH2:17][C:18]1[CH:19]=[CH:20][CH:21]=[CH:22][CH:23]=1)[C@@H:9]([OH:16])[CH:10]([NH:11][S:39]([C:37]1[CH:36]=[CH:35][C:33]2[N:34]=[C:30]([NH:29][S:26]([CH3:25])(=[O:28])=[O:27])[NH:31][C:32]=2[CH:38]=1)(=[O:41])=[O:40])[O:5][CH:1]([CH3:3])[CH3:2])([CH3:2])([CH3:3])[CH3:4], predict the reactants needed to synthesize it. (10) Given the product [CH2:42]([O:45]/[N:46]=[C:1](/[C:4]1[C:37](=[O:38])[C@@:8]2([CH3:39])[C:9]3[C:15]([OH:16])=[CH:14][C:13]([O:17][CH3:18])=[C:12]([C:19]([NH:21][CH2:22][C:23]4[C:28]([CH3:29])=[CH:27][C:26]([O:30][CH2:31][C:32]#[C:33][CH3:34])=[C:25]([CH3:35])[C:24]=4[CH3:36])=[O:20])[C:10]=3[O:11][C:7]2=[CH:6][C:5]=1[OH:40])\[CH3:2])[CH:43]=[CH2:44], predict the reactants needed to synthesize it. The reactants are: [C:1]([C:4]1[C:37](=[O:38])[C@@:8]2([CH3:39])[C:9]3[C:15]([OH:16])=[CH:14][C:13]([O:17][CH3:18])=[C:12]([C:19]([NH:21][CH2:22][C:23]4[C:28]([CH3:29])=[CH:27][C:26]([O:30][CH2:31][C:32]#[C:33][CH3:34])=[C:25]([CH3:35])[C:24]=4[CH3:36])=[O:20])[C:10]=3[O:11][C:7]2=[CH:6][C:5]=1[OH:40])(=O)[CH3:2].Cl.[CH2:42]([O:45][NH2:46])[CH:43]=[CH2:44].C(=O)(O)[O-].[Na+].